Dataset: Full USPTO retrosynthesis dataset with 1.9M reactions from patents (1976-2016). Task: Predict the reactants needed to synthesize the given product. Given the product [Cl:1][C:2]1[C:3]([CH3:37])=[N:4][O:5][C:6]=1[NH:7][S:8]([C:11]1[C:19]2[C:14](=[N:15][CH:16]=[CH:17][CH:18]=2)[S:13][C:12]=1[CH2:20][C:21]1[CH:26]=[C:25]2[O:27][CH2:28][O:29][C:24]2=[CH:23][C:22]=1[CH3:30])(=[O:9])=[O:10], predict the reactants needed to synthesize it. The reactants are: [Cl:1][C:2]1[C:3]([CH3:37])=[N:4][O:5][C:6]=1[N:7](COCCOC)[S:8]([C:11]1[C:19]2[C:14](=[N:15][CH:16]=[CH:17][CH:18]=2)[S:13][C:12]=1[CH2:20][C:21]1[CH:26]=[C:25]2[O:27][CH2:28][O:29][C:24]2=[CH:23][C:22]=1[CH3:30])(=[O:10])=[O:9].Cl.